Predict the reactants needed to synthesize the given product. From a dataset of Full USPTO retrosynthesis dataset with 1.9M reactions from patents (1976-2016). Given the product [NH4+:1].[OH-:8].[C:39]([C:41]1[CH:51]=[CH:50][C:44]([C:45](/[N:47]=[C:48]2/[N:17]([C@@H:18]3[CH2:19][CH2:20][C@H:21]([C:24]([N:26]4[CH2:31][CH2:30][N:29]([C:32]([O:34][C:35]([CH3:38])([CH3:37])[CH3:36])=[O:33])[CH2:28][CH2:27]4)=[O:25])[CH2:22][CH2:23]3)[C:3]3[CH:4]=[C:5]([O:8][CH2:9][CH2:10][N:11]4[CH2:12][CH2:13][CH2:14][CH2:15][CH2:16]4)[N:6]=[CH:7][C:2]=3[NH:1]/2)=[O:46])=[CH:43][CH:42]=1)#[N:40], predict the reactants needed to synthesize it. The reactants are: [NH2:1][C:2]1[C:3]([NH:17][C@@H:18]2[CH2:23][CH2:22][C@H:21]([C:24]([N:26]3[CH2:31][CH2:30][N:29]([C:32]([O:34][C:35]([CH3:38])([CH3:37])[CH3:36])=[O:33])[CH2:28][CH2:27]3)=[O:25])[CH2:20][CH2:19]2)=[CH:4][C:5]([O:8][CH2:9][CH2:10][N:11]2[CH2:16][CH2:15][CH2:14][CH2:13][CH2:12]2)=[N:6][CH:7]=1.[C:39]([C:41]1[CH:51]=[CH:50][C:44]([C:45]([N:47]=[C:48]=S)=[O:46])=[CH:43][CH:42]=1)#[N:40].C1N=CN(C(N2C=NC=C2)=O)C=1.CO.